This data is from Forward reaction prediction with 1.9M reactions from USPTO patents (1976-2016). The task is: Predict the product of the given reaction. (1) Given the reactants [C:1]([O:5][C:6](=[O:19])[NH:7][C:8]1[CH:13]=[C:12](Cl)[C:11]([Cl:15])=[CH:10][C:9]=1[N+:16]([O-:18])=[O:17])([CH3:4])([CH3:3])[CH3:2].[CH3:20][NH:21][CH3:22], predict the reaction product. The product is: [C:1]([O:5][C:6](=[O:19])[NH:7][C:8]1[CH:13]=[C:12]([N:21]([CH3:22])[CH3:20])[C:11]([Cl:15])=[CH:10][C:9]=1[N+:16]([O-:18])=[O:17])([CH3:4])([CH3:3])[CH3:2]. (2) Given the reactants C[O:2][C:3]([C:5]1[C:6]([OH:35])=[C:7]2[C:12](=[C:13]([C:15]3[CH:20]=[CH:19][CH:18]=[CH:17][CH:16]=3)[N:14]=1)[N:11]([CH2:21][C:22]1[CH:27]=[CH:26][CH:25]=[CH:24][CH:23]=1)[C:10](=[O:28])[C:9]([C:29]1[CH:34]=[CH:33][CH:32]=[CH:31][CH:30]=1)=[CH:8]2)=O.Cl.[NH2:37][CH2:38][CH2:39][N:40]([CH3:45])[S:41]([CH3:44])(=[O:43])=[O:42].C[O-].[Na+], predict the reaction product. The product is: [CH3:44][S:41]([N:40]([CH3:45])[CH2:39][CH2:38][NH:37][C:3]([C:5]1[C:6]([OH:35])=[C:7]2[C:12](=[C:13]([C:15]3[CH:20]=[CH:19][CH:18]=[CH:17][CH:16]=3)[N:14]=1)[N:11]([CH2:21][C:22]1[CH:23]=[CH:24][CH:25]=[CH:26][CH:27]=1)[C:10](=[O:28])[C:9]([C:29]1[CH:30]=[CH:31][CH:32]=[CH:33][CH:34]=1)=[CH:8]2)=[O:2])(=[O:43])=[O:42]. (3) Given the reactants [Cl:1][C:2]1[CH:28]=[CH:27][C:5]([CH2:6][N:7]2[C:12](=[N:13][C:14]3[CH:19]=[CH:18][C:17]([O:20][CH:21]([CH3:23])[CH3:22])=[C:16]([F:24])[CH:15]=3)[NH:11][C:10](=[O:25])[NH:9][C:8]2=[O:26])=[CH:4][CH:3]=1.C(=O)([O-])[O-].[Cs+].[Cs+].[Na].Br[CH2:37][CH2:38][S:39]([OH:42])(=[O:41])=[O:40].Cl, predict the reaction product. The product is: [Cl:1][C:2]1[CH:3]=[CH:4][C:5]([CH2:6][N:7]2[C:12](=[N:13][C:14]3[CH:19]=[CH:18][C:17]([O:20][CH:21]([CH3:23])[CH3:22])=[C:16]([F:24])[CH:15]=3)[NH:11][C:10](=[O:25])[N:9]([CH2:37][CH2:38][S:39]([OH:42])(=[O:41])=[O:40])[C:8]2=[O:26])=[CH:27][CH:28]=1.